This data is from Full USPTO retrosynthesis dataset with 1.9M reactions from patents (1976-2016). The task is: Predict the reactants needed to synthesize the given product. Given the product [Cl:1][C:2]1[CH:3]=[CH:4][C:5]([O:18][CH2:19][C:20]2[CH:21]=[CH:22][CH:23]=[CH:24][CH:25]=2)=[C:6]([CH2:8][N:9]2[C:13]([CH3:14])=[CH:12][C:11]([C:15]#[N:17])=[N:10]2)[CH:7]=1, predict the reactants needed to synthesize it. The reactants are: [Cl:1][C:2]1[CH:3]=[CH:4][C:5]([O:18][CH2:19][C:20]2[CH:25]=[CH:24][CH:23]=[CH:22][CH:21]=2)=[C:6]([CH2:8][N:9]2[C:13]([CH3:14])=[CH:12][C:11]([C:15]([NH2:17])=O)=[N:10]2)[CH:7]=1.P(Cl)(Cl)(Cl)=O.